Dataset: Forward reaction prediction with 1.9M reactions from USPTO patents (1976-2016). Task: Predict the product of the given reaction. Given the reactants [N:1]1[CH:6]=[CH:5][N:4]=[CH:3][C:2]=1[C:7]1[N:11]2[CH2:12][CH2:13][NH:14][C:15](=[O:16])[C:10]2=[N:9][N:8]=1.C(=O)([O-])[O-].[Cs+].[Cs+].Br[CH2:24][C:25]1[CH:30]=[CH:29][CH:28]=[C:27]([Cl:31])[C:26]=1[Cl:32].CO, predict the reaction product. The product is: [Cl:32][C:26]1[C:27]([Cl:31])=[CH:28][CH:29]=[CH:30][C:25]=1[CH2:24][N:14]1[CH2:13][CH2:12][N:11]2[C:7]([C:2]3[CH:3]=[N:4][CH:5]=[CH:6][N:1]=3)=[N:8][N:9]=[C:10]2[C:15]1=[O:16].